Dataset: Forward reaction prediction with 1.9M reactions from USPTO patents (1976-2016). Task: Predict the product of the given reaction. (1) The product is: [F:13][C:14]1[CH:21]=[CH:20][CH:19]=[C:18]([F:22])[C:15]=1[CH2:16][C:2]1[CH:3]=[C:4]([CH:9]=[CH:10][N:11]=1)[C:5]([O:7][CH3:8])=[O:6]. Given the reactants Cl[C:2]1[CH:3]=[C:4]([CH:9]=[CH:10][N:11]=1)[C:5]([O:7][CH3:8])=[O:6].[Br-].[F:13][C:14]1[CH:21]=[CH:20][CH:19]=[C:18]([F:22])[C:15]=1[CH2:16][Zn+].Cl, predict the reaction product. (2) Given the reactants [NH2:1][C:2]1[CH:42]=[CH:41][C:5]([C:6]([NH:8][C:9]2[CH:14]=[CH:13][CH:12]=[C:11]([NH:15][C:16]3[N:21]=[C:20]([C:22]4[C:30]5[C:25](=[CH:26][CH:27]=[CH:28][CH:29]=5)[N:24]([S:31]([C:34]5[CH:39]=[CH:38][CH:37]=[CH:36][CH:35]=5)(=[O:33])=[O:32])[CH:23]=4)[C:19](Cl)=[CH:18][N:17]=3)[CH:10]=2)=[O:7])=[CH:4][CH:3]=1.CC(C1C=C(C(C)C)C(C2C=CC=CC=2P(C2CCCCC2)C2CCCCC2)=C(C(C)C)C=1)C.C[C:78]([N:80](C)C)=O, predict the reaction product. The product is: [NH2:1][C:2]1[CH:42]=[CH:41][C:5]([C:6]([NH:8][C:9]2[CH:14]=[CH:13][CH:12]=[C:11]([NH:15][C:16]3[N:21]=[C:20]([C:22]4[C:30]5[C:25](=[CH:26][CH:27]=[CH:28][CH:29]=5)[N:24]([S:31]([C:34]5[CH:39]=[CH:38][CH:37]=[CH:36][CH:35]=5)(=[O:33])=[O:32])[CH:23]=4)[C:19]([C:78]#[N:80])=[CH:18][N:17]=3)[CH:10]=2)=[O:7])=[CH:4][CH:3]=1. (3) Given the reactants [C:1]([O:5][C:6]([N:8]1[CH2:14][CH:13]2[CH:9]1[CH2:10][NH:11][CH2:12]2)=[O:7])([CH3:4])([CH3:3])[CH3:2].[C:15]1([C:24]2[CH:29]=[CH:28][CH:27]=[CH:26][CH:25]=2)[C:16]([C:21](O)=[O:22])=[CH:17][CH:18]=[CH:19][CH:20]=1.CN(C(ON1N=NC2C=CC=NC1=2)=[N+](C)C)C.F[P-](F)(F)(F)(F)F.CCN(C(C)C)C(C)C, predict the reaction product. The product is: [C:1]([O:5][C:6]([N:8]1[CH2:14][CH:13]2[CH:9]1[CH2:10][N:11]([C:21]([C:16]1[C:15]([C:24]3[CH:29]=[CH:28][CH:27]=[CH:26][CH:25]=3)=[CH:20][CH:19]=[CH:18][CH:17]=1)=[O:22])[CH2:12]2)=[O:7])([CH3:4])([CH3:2])[CH3:3]. (4) Given the reactants [F:1][C:2]1[CH:11]=[C:10]2[C:5]([CH:6]=[C:7]([C:13]3[N:14]=[CH:15][NH:16][CH:17]=3)[C:8](=[O:12])[O:9]2)=[CH:4][CH:3]=1.I[C:19]1[CH:24]=[CH:23][CH:22]=[CH:21][N:20]=1.CN[C@@H]1CCCC[C@H]1NC.C([O-])([O-])=O.[Cs+].[Cs+], predict the reaction product. The product is: [F:1][C:2]1[CH:11]=[C:10]2[C:5]([CH:6]=[C:7]([C:13]3[N:14]=[CH:15][N:16]([C:19]4[CH:24]=[CH:23][CH:22]=[CH:21][N:20]=4)[CH:17]=3)[C:8](=[O:12])[O:9]2)=[CH:4][CH:3]=1.